Dataset: Full USPTO retrosynthesis dataset with 1.9M reactions from patents (1976-2016). Task: Predict the reactants needed to synthesize the given product. (1) Given the product [CH:31]1([CH2:30][N:17]([C:10]2[CH:9]=[C:8]3[C:16]4[C:4]([CH3:3])([CH2:5][CH2:6][CH2:7]3)[CH2:15][CH2:14][CH2:13][C:12]=4[CH:11]=2)[C:18]2[CH:19]=[CH:20][C:21]([C:22]([O:24][CH2:25][CH3:26])=[O:23])=[CH:27][CH:28]=2)[CH2:33][CH2:32]1, predict the reactants needed to synthesize it. The reactants are: [H-].[Na+].[CH3:3][C:4]12[C:16]3[C:8](=[CH:9][C:10]([NH:17][C:18]4[CH:28]=[CH:27][C:21]([C:22]([O:24][CH2:25][CH3:26])=[O:23])=[CH:20][CH:19]=4)=[CH:11][C:12]=3[CH2:13][CH2:14][CH2:15]1)[CH2:7][CH2:6][CH2:5]2.Br[CH2:30][CH:31]1[CH2:33][CH2:32]1.[Cl-].[NH4+]. (2) Given the product [Cl:1][C:2]1[CH:3]=[CH:4][C:5]2[N:6]([C:8]([CH2:12][OH:13])=[CH:9][N:10]=2)[N:7]=1, predict the reactants needed to synthesize it. The reactants are: [Cl:1][C:2]1[CH:3]=[CH:4][C:5]2[N:6]([CH:8]=[CH:9][N:10]=2)[N:7]=1.C[C:12]([O-])=[O:13].[Na+].C=O. (3) Given the product [OH:3][CH2:4][CH2:5][N:6]1[C:14]2[CH:13]=[CH:12][CH:11]=[CH:10][C:9]=2[C:8]2[CH2:15][CH2:16][N:17]([C:20]([O:22][C:23]([CH3:26])([CH3:25])[CH3:24])=[O:21])[CH2:18][CH2:19][C:7]1=2, predict the reactants needed to synthesize it. The reactants are: C([O:3][C:4](=O)[CH2:5][N:6]1[C:14]2[CH:13]=[CH:12][CH:11]=[CH:10][C:9]=2[C:8]2[CH2:15][CH2:16][N:17]([C:20]([O:22][C:23]([CH3:26])([CH3:25])[CH3:24])=[O:21])[CH2:18][CH2:19][C:7]1=2)C.[Li+].[BH4-].O. (4) Given the product [Br:1][C:2]1[CH:8]=[CH:7][C:5]([N:6]=[C:14]([Cl:16])[C:13]2[CH:17]=[CH:18][C:10]([CH3:9])=[CH:11][CH:12]=2)=[CH:4][CH:3]=1, predict the reactants needed to synthesize it. The reactants are: [Br:1][C:2]1[CH:8]=[CH:7][C:5]([NH2:6])=[CH:4][CH:3]=1.[CH3:9][C:10]1[CH:18]=[CH:17][C:13]([C:14]([Cl:16])=O)=[CH:12][CH:11]=1.C(N(CC)CC)C. (5) Given the product [O:14]1[CH:10]2[O:11][CH2:12][CH2:13][CH:9]2[CH:7]([OH:8])[CH2:15]1, predict the reactants needed to synthesize it. The reactants are: [BH4-].[Li+].C(OC(=O)[C:7]([CH:9]1[CH2:13][CH2:12][O:11][CH:10]1[O:14][CH3:15])=[O:8])C.Cl.C(N(CC)CC)C. (6) Given the product [Br:1][C:2]1[C:3]([F:11])=[C:4]([CH:5]([OH:6])[CH2:12][CH3:13])[C:7]([Br:10])=[CH:8][CH:9]=1, predict the reactants needed to synthesize it. The reactants are: [Br:1][C:2]1[C:3]([F:11])=[C:4]([C:7]([Br:10])=[CH:8][CH:9]=1)[CH:5]=[O:6].[CH2:12]([Zn]CC)[CH3:13].Cl. (7) The reactants are: [H-].[Na+].[CH:3]([O:6][C:7]1[CH:15]=[CH:14][C:13]([S:16]([CH3:19])(=[O:18])=[O:17])=[CH:12][C:8]=1[C:9]([NH2:11])=[O:10])([CH3:5])[CH3:4].Br[CH2:21][C:22]1[CH:27]=[CH:26][CH:25]=[C:24]([F:28])[C:23]=1[CH2:29]Br. Given the product [F:28][C:24]1[CH:25]=[CH:26][CH:27]=[C:22]2[C:23]=1[CH2:29][N:11]([C:9]([C:8]1[CH:12]=[C:13]([S:16]([CH3:19])(=[O:18])=[O:17])[CH:14]=[CH:15][C:7]=1[O:6][CH:3]([CH3:5])[CH3:4])=[O:10])[CH2:21]2, predict the reactants needed to synthesize it.